This data is from Catalyst prediction with 721,799 reactions and 888 catalyst types from USPTO. The task is: Predict which catalyst facilitates the given reaction. (1) Reactant: [N:1]([CH2:4][C:5]([C:8]1[CH:13]=[CH:12][CH:11]=[CH:10][CH:9]=1)([F:7])[F:6])=[N+]=[N-]. Product: [F:6][C:5]([F:7])([C:8]1[CH:9]=[CH:10][CH:11]=[CH:12][CH:13]=1)[CH2:4][NH2:1]. The catalyst class is: 99. (2) Reactant: [CH2:1]([N:5]([CH2:13][CH2:14][CH2:15][CH3:16])[C:6]1[S:10][C:9]([CH:11]=O)=[CH:8][CH:7]=1)[CH2:2][CH2:3][CH3:4].[CH2:17]([N:21]1[C:26]([OH:27])=[CH:25][C:24]([CH3:28])=[C:23]([C:29]#[N:30])[C:22]1=[O:31])[CH2:18][CH2:19][CH3:20]. Product: [CH2:17]([N:21]1[C:26](=[O:27])/[C:25](=[CH:11]/[C:9]2[S:10][C:6]([N:5]([CH2:13][CH2:14][CH2:15][CH3:16])[CH2:1][CH2:2][CH2:3][CH3:4])=[CH:7][CH:8]=2)/[C:24]([CH3:28])=[C:23]([C:29]#[N:30])[C:22]1=[O:31])[CH2:18][CH2:19][CH3:20]. The catalyst class is: 152. (3) Reactant: [C:1]([C:3]1[CH:15]=[CH:14][C:6]([CH2:7][N:8]2[CH2:13][CH2:12][O:11][CH2:10][CH2:9]2)=[CH:5][CH:4]=1)#[CH:2].[CH3:16][C:17]1([CH3:24])[C:21]([CH3:23])([CH3:22])[O:20][BH:19][O:18]1. Product: [CH3:16][C:17]1([CH3:24])[C:21]([CH3:23])([CH3:22])[O:20][B:19](/[CH:2]=[CH:1]/[C:3]2[CH:15]=[CH:14][C:6]([CH2:7][N:8]3[CH2:9][CH2:10][O:11][CH2:12][CH2:13]3)=[CH:5][CH:4]=2)[O:18]1. The catalyst class is: 11. (4) Reactant: C(O)(=O)C.[CH2:5]([O:7][C:8]1[CH:13]=[C:12]([CH:14]2[CH2:19][CH2:18][NH:17][CH2:16][CH2:15]2)[CH:11]=[CH:10][C:9]=1[NH:20][C:21](=[O:26])[C:22]([F:25])([F:24])[F:23])[CH3:6].[CH:27]([S:29]([CH3:32])(=[O:31])=[O:30])=[CH2:28].C([O-])([O-])=O.[K+].[K+]. Product: [CH2:5]([O:7][C:8]1[CH:13]=[C:12]([CH:14]2[CH2:19][CH2:18][N:17]([CH2:28][CH2:27][S:29]([CH3:32])(=[O:31])=[O:30])[CH2:16][CH2:15]2)[CH:11]=[CH:10][C:9]=1[NH:20][C:21](=[O:26])[C:22]([F:23])([F:24])[F:25])[CH3:6]. The catalyst class is: 61. (5) Reactant: [CH3:1][O:2][C:3]1[CH:8]=[CH:7][C:6]([CH2:9][NH2:10])=[CH:5][CH:4]=1.Cl[C:12]1[CH:17]=[CH:16][CH:15]=[C:14]([O:18][CH:19]2[CH2:24][CH2:23][CH2:22][CH2:21][CH2:20]2)[N:13]=1. Product: [CH:19]1([O:18][C:14]2[N:13]=[C:12]([NH:10][CH2:9][C:6]3[CH:7]=[CH:8][C:3]([O:2][CH3:1])=[CH:4][CH:5]=3)[CH:17]=[CH:16][CH:15]=2)[CH2:24][CH2:23][CH2:22][CH2:21][CH2:20]1. The catalyst class is: 13. (6) Reactant: [CH3:1][C:2]1[C:7]([CH3:8])=[C:6]([N+]([O-])=O)[C:5]([CH3:12])=[CH:4][N+:3]=1[O-:13].[ClH:14].C(=O)([O-])[O-].[K+].[K+]. Product: [Cl:14][C:6]1[C:5]([CH3:12])=[CH:4][N+:3]([O-:13])=[C:2]([CH3:1])[C:7]=1[CH3:8]. The catalyst class is: 145. (7) Reactant: Cl.[NH2:2][C:3]1[CH:8]=[CH:7][CH:6]=[CH:5][C:4]=1[C:9](=[O:11])[CH3:10].C([O-])(O)=O.[Na+].[Cl:17][C:18]1[N:23]=[C:22](Cl)[C:21]([Cl:25])=[CH:20][N:19]=1. Product: [Cl:17][C:18]1[N:23]=[C:22]([NH:2][C:3]2[CH:8]=[CH:7][CH:6]=[CH:5][C:4]=2[C:9](=[O:11])[CH3:10])[C:21]([Cl:25])=[CH:20][N:19]=1. The catalyst class is: 242.